Task: Predict the reaction yield, written as a fraction of the theoretical maximum amount of product (1.0 means a 100% yield; for example, 0.34 means a 34% yield).. Dataset: Reaction yield outcomes from USPTO patents with 853,638 reactions (1) The reactants are [NH2:1][C:2]1[CH:25]=[CH:24][C:5]([CH2:6][CH:7]2[CH2:11][CH2:10][N:9]([CH:12]3[CH:19]4[CH2:20][CH:15]5[CH2:16][C:17]([OH:22])([CH2:21][CH:13]3[CH2:14]5)[CH2:18]4)[C:8]2=[O:23])=[C:4]([Cl:26])[CH:3]=1.Cl[CH2:28][CH2:29][N:30]=[C:31]=[O:32].C(OCC)(=O)C.O. The catalyst is O1CCCC1. The product is [Cl:26][C:4]1[CH:3]=[C:2]([N:1]2[CH2:28][CH2:29][NH:30][C:31]2=[O:32])[CH:25]=[CH:24][C:5]=1[CH2:6][CH:7]1[CH2:11][CH2:10][N:9]([CH:12]2[CH:13]3[CH2:14][CH:15]4[CH2:16][C:17]([OH:22])([CH2:18][CH:19]2[CH2:20]4)[CH2:21]3)[C:8]1=[O:23]. The yield is 0.540. (2) The reactants are [NH2:1][C:2]1[CH:3]=[C:4]2[C:8](=[CH:9][CH:10]=1)[NH:7][C:6](=[O:11])[CH2:5]2.C(N(CC)CC)C.[CH3:19][S:20](Cl)(=[O:22])=[O:21]. The catalyst is ClCCl. The product is [O:11]=[C:6]1[CH2:5][C:4]2[C:8](=[CH:9][CH:10]=[C:2]([NH:1][S:20]([CH3:19])(=[O:22])=[O:21])[CH:3]=2)[NH:7]1. The yield is 0.900. (3) The reactants are [Br:1][C:2]1[CH:3]=[C:4]2[C:12](=[CH:13][CH:14]=1)[NH:11][C:10]1[CH:9]([NH2:15])[CH2:8][CH2:7][CH2:6][C:5]2=1.[C:16]1([N:22]=[C:23]=[O:24])[CH:21]=[CH:20][CH:19]=[CH:18][CH:17]=1. The catalyst is ClCCl. The product is [Br:1][C:2]1[CH:3]=[C:4]2[C:12](=[CH:13][CH:14]=1)[NH:11][C:10]1[CH:9]([NH:15][C:23]([NH:22][C:16]3[CH:21]=[CH:20][CH:19]=[CH:18][CH:17]=3)=[O:24])[CH2:8][CH2:7][CH2:6][C:5]2=1. The yield is 0.620. (4) The reactants are [CH3:1][S:2](Cl)(=[O:4])=[O:3].[CH2:6]([N:8]([C:16]1[S:17][C@H:18]2[O:24][C@H:23]([CH2:25][OH:26])[C@@H:22]([O:27][CH2:28][C:29]3[CH:34]=[CH:33][C:32]([O:35][CH3:36])=[CH:31][CH:30]=3)[C@H:21]([O:37][CH2:38][C:39]3[CH:44]=[CH:43][C:42]([O:45][CH3:46])=[CH:41][CH:40]=3)[C@H:19]2[N:20]=1)[C:9](=[O:15])[O:10][C:11]([CH3:14])([CH3:13])[CH3:12])[CH3:7]. The catalyst is N1C=CC=CC=1.C(Cl)Cl. The product is [CH3:1][S:2]([O:26][CH2:25][C@H:23]1[O:24][C@H:18]2[C@H:19]([N:20]=[C:16]([N:8]([C:9]([O:10][C:11]([CH3:13])([CH3:14])[CH3:12])=[O:15])[CH2:6][CH3:7])[S:17]2)[C@@H:21]([O:37][CH2:38][C:39]2[CH:40]=[CH:41][C:42]([O:45][CH3:46])=[CH:43][CH:44]=2)[C@@H:22]1[O:27][CH2:28][C:29]1[CH:34]=[CH:33][C:32]([O:35][CH3:36])=[CH:31][CH:30]=1)(=[O:4])=[O:3]. The yield is 0.996. (5) The reactants are [NH:1]1[C:9]2[C:4](=[CH:5][C:6]([C:10]([NH:12][NH2:13])=[O:11])=[CH:7][CH:8]=2)[CH:3]=[N:2]1.[C:14](=S)=[S:15].C(N(CC)CC)C.Cl. The catalyst is C(O)C.O. The product is [NH:1]1[C:9]2[C:4](=[CH:5][C:6]([C:10]3[O:11][C:14]([SH:15])=[N:13][N:12]=3)=[CH:7][CH:8]=2)[CH:3]=[N:2]1. The yield is 0.970. (6) The reactants are [C:1]([O:5][C:6]([NH:8][C@@H:9]([CH3:31])[C:10]([NH:12][CH2:13][C:14]1[S:18][C:17]([N:19]2[C:23]([C:24](O)=[O:25])=[CH:22][C:21]([C:27]([F:30])([F:29])[F:28])=[N:20]2)=[CH:16][CH:15]=1)=[O:11])=[O:7])([CH3:4])([CH3:3])[CH3:2].[CH3:32][O:33][C:34]1[CH:41]=[CH:40][CH:39]=[CH:38][C:35]=1[CH2:36][NH2:37].O=P(Cl)(Cl)Cl. The catalyst is N1C=CC=CC=1. The product is [CH3:32][O:33][C:34]1[CH:41]=[CH:40][CH:39]=[CH:38][C:35]=1[CH2:36][NH:37][C:24]([C:23]1[N:19]([C:17]2[S:18][C:14]([CH2:13][NH:12][C:10](=[O:11])[C@@H:9]([NH:8][C:6](=[O:7])[O:5][C:1]([CH3:3])([CH3:4])[CH3:2])[CH3:31])=[CH:15][CH:16]=2)[N:20]=[C:21]([C:27]([F:29])([F:30])[F:28])[CH:22]=1)=[O:25]. The yield is 0.240. (7) The reactants are C(OC[CH2:6][O:7][C:8]1[CH:13]=[C:12]([O:14][CH3:15])[CH:11]=[CH:10][C:9]=1[C:16]([OH:38])([C:18]1[CH:23]=[CH:22][CH:21]=[C:20]([O:24][CH2:25][C:26]2[N:27]=[C:28]([C:32]3[CH:37]=[CH:36][CH:35]=[CH:34][CH:33]=3)[O:29][C:30]=2[CH3:31])[CH:19]=1)[CH3:17])(=O)C.[O:39]1[CH2:43]CCC1.[OH2:44].[OH-].[Li+].Cl. The catalyst is O.C(O)C. The product is [OH:38][C:16]([C:9]1[CH:10]=[CH:11][C:12]([O:14][CH3:15])=[CH:13][C:8]=1[O:7][CH2:6][C:43]([OH:39])=[O:44])([C:18]1[CH:23]=[CH:22][CH:21]=[C:20]([O:24][CH2:25][C:26]2[N:27]=[C:28]([C:32]3[CH:37]=[CH:36][CH:35]=[CH:34][CH:33]=3)[O:29][C:30]=2[CH3:31])[CH:19]=1)[CH3:17]. The yield is 0.980.